This data is from Full USPTO retrosynthesis dataset with 1.9M reactions from patents (1976-2016). The task is: Predict the reactants needed to synthesize the given product. (1) Given the product [CH3:1][C:8]1([OH:11])[CH2:9][CH2:10][Si:5]([CH3:12])([CH3:4])[CH2:6][CH2:7]1, predict the reactants needed to synthesize it. The reactants are: [CH3:1][Mg]Cl.[CH3:4][Si:5]1([CH3:12])[CH2:10][CH2:9][C:8](=[O:11])[CH2:7][CH2:6]1.[Cl-].[NH4+]. (2) Given the product [Cl:37][C:14]1[CH:13]=[CH:12][C:11]([NH:10][C:7]([C:5]2[O:6][C:2]([CH3:1])=[CH:3][CH:4]=2)=[O:8])=[CH:16][C:15]=1[C:17]1[N:18]=[C:19]2[N:24]=[CH:23][C:22]([C:25]3[CH:26]=[CH:27][C:28]([NH:31][C:32](=[O:35])[O:33][CH3:34])=[CH:29][CH:30]=3)=[CH:21][N:20]2[CH:36]=1, predict the reactants needed to synthesize it. The reactants are: [CH3:1][C:2]1[O:6][C:5]([C:7](Cl)=[O:8])=[CH:4][CH:3]=1.[NH2:10][C:11]1[CH:12]=[CH:13][C:14]([Cl:37])=[C:15]([C:17]2[N:18]=[C:19]3[N:24]=[CH:23][C:22]([C:25]4[CH:30]=[CH:29][C:28]([NH:31][C:32](=[O:35])[O:33][CH3:34])=[CH:27][CH:26]=4)=[CH:21][N:20]3[CH:36]=2)[CH:16]=1.